From a dataset of Forward reaction prediction with 1.9M reactions from USPTO patents (1976-2016). Predict the product of the given reaction. Given the reactants [Cl:1][C:2]1[CH:7]=[C:6]([Cl:8])[CH:5]=[CH:4][C:3]=1[C:9]1[CH:10]=[C:11]([S:15][CH:16]([CH3:18])[CH3:17])[CH:12]=[CH:13][CH:14]=1.ClC1C=CC=C(C(OO)=[O:27])C=1.C(=O)(O)[O-].[Na+], predict the reaction product. The product is: [Cl:1][C:2]1[CH:7]=[C:6]([Cl:8])[CH:5]=[CH:4][C:3]=1[C:9]1[CH:10]=[C:11]([S:15]([CH:16]([CH3:18])[CH3:17])=[O:27])[CH:12]=[CH:13][CH:14]=1.